This data is from Full USPTO retrosynthesis dataset with 1.9M reactions from patents (1976-2016). The task is: Predict the reactants needed to synthesize the given product. The reactants are: [CH2:1]([S:8]([N:11]1[CH:15]=[CH:14][C:13]([N+:16]([O-])=O)=[CH:12]1)(=[O:10])=[O:9])[C:2]1[CH:7]=[CH:6][CH:5]=[CH:4][CH:3]=1.[C:19](O[C:19](=[O:26])[C:20]1[CH:25]=[CH:24][CH:23]=[CH:22][CH:21]=1)(=[O:26])[C:20]1[CH:25]=[CH:24][CH:23]=[CH:22][CH:21]=1.[Sn].ClC(Cl)C. Given the product [CH2:1]([S:8]([N:11]1[CH:15]=[CH:14][C:13]([NH:16][C:19](=[O:26])[C:20]2[CH:25]=[CH:24][CH:23]=[CH:22][CH:21]=2)=[CH:12]1)(=[O:10])=[O:9])[C:2]1[CH:7]=[CH:6][CH:5]=[CH:4][CH:3]=1, predict the reactants needed to synthesize it.